The task is: Predict the reactants needed to synthesize the given product.. This data is from Full USPTO retrosynthesis dataset with 1.9M reactions from patents (1976-2016). (1) The reactants are: [Cl:1][C:2]1[C:7]([C:8]2[C:9](=[O:21])[N:10]([CH2:19][CH3:20])[C:11]3[C:16]([CH:17]=2)=[CH:15][N:14]=[C:13](Cl)[CH:12]=3)=[CH:6][C:5]([NH:22][C:23]([NH:25][C:26]2[CH:31]=[CH:30][C:29]([F:32])=[C:28]([CH2:33][N:34]3[CH2:39][CH2:38][O:37][CH2:36][CH2:35]3)[CH:27]=2)=[O:24])=[C:4]([F:40])[CH:3]=1.C([O-])([O-])=O.[K+].[K+].[CH:47]([NH2:49])=[O:48].CCOC(C)=O. Given the product [Cl:1][C:2]1[CH:3]=[C:4]([F:40])[C:5]([NH:22][C:23]([NH:25][C:26]2[CH:31]=[CH:30][C:29]([F:32])=[C:28]([CH2:33][N:34]3[CH2:39][CH2:38][O:37][CH2:36][CH2:35]3)[CH:27]=2)=[O:24])=[CH:6][C:7]=1[C:8]1[C:9](=[O:21])[N:10]([CH2:19][CH3:20])[C:11]2[C:16]([CH:17]=1)=[CH:15][N:14]=[C:13]([NH:49][CH:47]=[O:48])[CH:12]=2, predict the reactants needed to synthesize it. (2) Given the product [CH2:2]([N:9]1[CH2:14][CH2:13][C:12]2[C:26](=[O:29])[NH:32][CH:30]=[N:31][C:11]=2[CH2:10]1)[C:3]1[CH:4]=[CH:5][CH:6]=[CH:7][CH:8]=1, predict the reactants needed to synthesize it. The reactants are: Cl.[CH2:2]([N:9]1[CH2:14][CH2:13][C:12](=O)[CH:11](C(OCC)=O)[CH2:10]1)[C:3]1[CH:8]=[CH:7][CH:6]=[CH:5][CH:4]=1.C[O-].[Na+].CO.[C:26]([OH:29])(=O)C.[CH:30]([NH2:32])=[NH:31]. (3) Given the product [Cl:25][C:26]1[CH:31]=[C:30]2[C:29]([CH:22]=[C:21]([C:18]3[CH:17]=[CH:16][C:15]([CH2:14][N:11]4[C:12]([CH3:13])=[C:8]([CH2:7][C:6]([OH:5])=[O:24])[C:9]([CH3:23])=[N:10]4)=[CH:20][CH:19]=3)[NH:32]2)=[CH:28][CH:27]=1, predict the reactants needed to synthesize it. The reactants are: C([O:5][C:6](=[O:24])[CH2:7][C:8]1[C:9]([CH3:23])=[N:10][N:11]([CH2:14][C:15]2[CH:20]=[CH:19][C:18]([C:21]#[CH:22])=[CH:17][CH:16]=2)[C:12]=1[CH3:13])(C)(C)C.[Cl:25][C:26]1[CH:27]=[CH:28][C:29](I)=[C:30]([NH2:32])[CH:31]=1.C(N(C(C)C)CC)(C)C.